Task: Predict the product of the given reaction.. Dataset: Forward reaction prediction with 1.9M reactions from USPTO patents (1976-2016) (1) Given the reactants [OH:1][C:2]([CH3:49])([CH3:48])[CH2:3][O:4][N:5]1[C:10]([CH3:12])([CH3:11])[CH2:9][CH:8]([CH2:13][CH2:14][CH2:15][CH2:16][NH:17][C:18]2[N:23]=[C:22]([NH:24][CH2:25][CH2:26][CH2:27][CH2:28][CH:29]3[CH2:34][C:33]([CH3:36])([CH3:35])[N:32]([O:37][CH2:38][C:39]([CH3:42])([OH:41])[CH3:40])[C:31]([CH3:44])([CH3:43])[CH2:30]3)[N:21]=[C:20](Cl)[N:19]=2)[CH2:7][C:6]1([CH3:47])[CH3:46].[CH2:50]([CH2:52][NH2:53])[OH:51].[OH-].[Na+], predict the reaction product. The product is: [OH:1][C:2]([CH3:49])([CH3:48])[CH2:3][O:4][N:5]1[C:10]([CH3:12])([CH3:11])[CH2:9][CH:8]([CH2:13][CH2:14][CH2:15][CH2:16][NH:17][C:18]2[N:23]=[C:22]([NH:24][CH2:25][CH2:26][CH2:27][CH2:28][CH:29]3[CH2:34][C:33]([CH3:36])([CH3:35])[N:32]([O:37][CH2:38][C:39]([CH3:42])([OH:41])[CH3:40])[C:31]([CH3:44])([CH3:43])[CH2:30]3)[N:21]=[C:20]([NH:53][CH2:52][CH2:50][OH:51])[N:19]=2)[CH2:7][C:6]1([CH3:47])[CH3:46]. (2) Given the reactants Br[C:2]1[CH:3]=[C:4]([CH2:13][O:14][C:15]2[CH:20]=[CH:19][C:18]([CH2:21][CH:22]([CH3:26])[C:23]([OH:25])=[O:24])=[CH:17][CH:16]=2)[C:5]2[O:9][C:8]([CH3:11])([CH3:10])[CH2:7][C:6]=2[CH:12]=1.[Cl:27][C:28]1[CH:33]=[CH:32][C:31](B(O)O)=[CH:30][CH:29]=1.C(=O)(O)[O-].[Na+].CO.[C:44](OCC)(=O)[CH3:45], predict the reaction product. The product is: [Cl:27][C:28]1[CH:33]=[CH:32][C:31]([C:2]2[CH:3]=[C:4]([CH2:13][O:14][C:15]3[CH:20]=[CH:19][C:18]([CH2:21][CH:22]([CH3:26])[C:23]([O:25][CH2:44][CH3:45])=[O:24])=[CH:17][CH:16]=3)[C:5]3[O:9][C:8]([CH3:11])([CH3:10])[CH2:7][C:6]=3[CH:12]=2)=[CH:30][CH:29]=1. (3) Given the reactants [C:1]([O:4][C:5]1[CH:20]=[C:19]([NH2:21])[CH:18]=[CH:17][C:6]=1[C:7]([O:9][CH2:10][C:11]1[CH:16]=[CH:15][CH:14]=[CH:13][CH:12]=1)=[O:8])(=[O:3])[CH3:2].N1C=CC=CC=1.[C:28]1([S:38](Cl)(=[O:40])=[O:39])[C:37]2[C:32](=[CH:33][CH:34]=[CH:35][CH:36]=2)[CH:31]=[CH:30][CH:29]=1.C(O)(C(F)(F)F)=O, predict the reaction product. The product is: [C:1]([O:4][C:5]1[CH:20]=[C:19]([NH:21][S:38]([C:28]2[C:37]3[C:32](=[CH:33][CH:34]=[CH:35][CH:36]=3)[CH:31]=[CH:30][CH:29]=2)(=[O:40])=[O:39])[CH:18]=[CH:17][C:6]=1[C:7]([O:9][CH2:10][C:11]1[CH:16]=[CH:15][CH:14]=[CH:13][CH:12]=1)=[O:8])(=[O:3])[CH3:2]. (4) Given the reactants [Br:1][C:2]1[CH:7]=[CH:6][N:5]=[C:4]([CH2:8][NH:9][CH:10]=O)[CH:3]=1.P(Cl)(Cl)(Cl)=O, predict the reaction product. The product is: [Br:1][C:2]1[CH:7]=[CH:6][N:5]2[CH:10]=[N:9][CH:8]=[C:4]2[CH:3]=1. (5) Given the reactants CC(C)([O-])C.[K+].F[P-](F)(F)(F)(F)F.[CH:14]([N+:17]([CH:25]([CH3:27])[CH3:26])=[CH:18]N1CCCCC1)([CH3:16])[CH3:15].[C:28]([O:32][C:33]([N:35]1[C:39](=[O:40])[CH2:38][CH2:37][C@H:36]1[CH2:41][C:42]1[CH:47]=[CH:46][C:45]([C:48]2[CH:53]=[CH:52][CH:51]=[CH:50][CH:49]=2)=[CH:44][CH:43]=1)=[O:34])([CH3:31])([CH3:30])[CH3:29], predict the reaction product. The product is: [C:28]([O:32][C:33]([N:35]1[C@H:36]([CH2:41][C:42]2[CH:43]=[CH:44][C:45]([C:48]3[CH:49]=[CH:50][CH:51]=[CH:52][CH:53]=3)=[CH:46][CH:47]=2)[CH2:37]/[C:38](=[CH:18]\[N:17]([CH:14]([CH3:15])[CH3:16])[CH:25]([CH3:26])[CH3:27])/[C:39]1=[O:40])=[O:34])([CH3:31])([CH3:29])[CH3:30]. (6) Given the reactants [C:1]([O:5][CH:6]([O:8][CH2:9][CH3:10])[CH3:7])(=[O:4])[CH:2]=[CH2:3].[C:11]([O:16][CH2:17][CH:18]1[O:20][CH2:19]1)(=[O:15])[C:12]([CH3:14])=[CH2:13].[C:21]([O:26][CH2:27][C:28]1[CH:33]=[CH:32][CH:31]=[CH:30][CH:29]=1)(=[O:25])[C:22]([CH3:24])=[CH2:23].[CH2:34](C(C)=O)C(C)C, predict the reaction product. The product is: [C:1]([O:5][CH:6]([O:8][CH2:9][CH3:10])[CH3:7])(=[O:4])[CH:2]=[CH2:3].[C:11]([O:16][CH2:17][CH:18]1[O:20][CH2:19]1)(=[O:15])[C:12]([CH3:14])=[CH2:13].[C:21]([O:26][CH2:27][C:28]1[CH:29]=[CH:30][CH:31]=[CH:32][CH:33]=1)(=[O:25])[C:22]([CH3:24])=[CH2:23].[C:11]([O:16][CH:17]([CH3:34])[CH2:18][O:20][CH3:19])(=[O:15])[CH3:12].